Dataset: Full USPTO retrosynthesis dataset with 1.9M reactions from patents (1976-2016). Task: Predict the reactants needed to synthesize the given product. (1) Given the product [Cl:21][C:22]1[CH:23]=[CH:24][C:25]([C:28]2[CH:29]=[CH:30][C:31]([C:34]#[C:35][C:2]3[CH:20]=[CH:19][C:5]([O:6][CH2:7][CH2:8][N:9]4[C:14]([CH3:16])([CH3:15])[CH2:13][CH2:12][CH2:11][C:10]4([CH3:18])[CH3:17])=[CH:4][CH:3]=3)=[N:32][CH:33]=2)=[CH:26][CH:27]=1, predict the reactants needed to synthesize it. The reactants are: I[C:2]1[CH:20]=[CH:19][C:5]([O:6][CH2:7][CH2:8][N:9]2[C:14]([CH3:16])([CH3:15])[CH2:13][CH2:12][CH2:11][C:10]2([CH3:18])[CH3:17])=[CH:4][CH:3]=1.[Cl:21][C:22]1[CH:27]=[CH:26][C:25]([C:28]2[CH:29]=[CH:30][C:31]([C:34]#[CH:35])=[N:32][CH:33]=2)=[CH:24][CH:23]=1. (2) Given the product [F:16][C:15]([F:18])([F:17])[C:13]1[C:12]2[CH:11]=[C:10]3[NH:19][C:20](=[S:38])[CH2:21][O:22][C:9]3=[CH:8][C:7]=2[N:6]=[CH:5][CH:14]=1, predict the reactants needed to synthesize it. The reactants are: C(O[C:5]1[CH:14]=[C:13]([C:15]([F:18])([F:17])[F:16])[C:12]2[CH:11]=[C:10]3[N:19](CC(F)(F)F)[C:20](=O)[CH2:21][O:22][C:9]3=[CH:8][C:7]=2[N:6]=1)(C)C.COC1C=CC(P2(SP(C3C=CC(OC)=CC=3)(=S)S2)=[S:38])=CC=1.